This data is from Full USPTO retrosynthesis dataset with 1.9M reactions from patents (1976-2016). The task is: Predict the reactants needed to synthesize the given product. (1) Given the product [O:20]1[CH2:21][CH2:22][CH:17]([C:13]2[CH:12]=[C:11]3[C:16]([C:8]([C:6]([OH:7])=[O:5])=[N:9][NH:10]3)=[CH:15][CH:14]=2)[CH2:18][CH2:19]1, predict the reactants needed to synthesize it. The reactants are: C([O:5][C:6]([C:8]1[C:16]2[C:11](=[CH:12][C:13]([C:17]3(O)[CH2:22][CH2:21][O:20][CH2:19][CH2:18]3)=[CH:14][CH:15]=2)[NH:10][N:9]=1)=[O:7])(C)(C)C.C([SiH](CC)CC)C.ClCCl. (2) Given the product [OH:1][C@:2]12[CH2:26][C@@H:25]([OH:27])[CH2:24][CH2:23][C@:22]1([CH3:28])[C@@H:21]1[C@H:5]([C@H:6]3[C@:18]([CH3:29])([CH2:19][CH2:20]1)[C@@H:9]([C@H:10]([CH3:17])[CH2:11][CH2:12][CH2:13][CH:14]([CH3:15])[CH3:16])[CH2:8][CH2:7]3)[CH2:4][C@H:3]2[NH:33][CH2:32][CH2:30][OH:31], predict the reactants needed to synthesize it. The reactants are: [O:1]1[C@H:3]2[CH2:4][C@@H:5]3[C@@H:21]([C@@:22]4([CH3:28])[CH2:23][CH2:24][C@H:25]([OH:27])[CH2:26][C:2]124)[CH2:20][CH2:19][C@@:18]1([CH3:29])[C@H:6]3[CH2:7][CH2:8][C@@H:9]1[C@H:10]([CH3:17])[CH2:11][CH2:12][CH2:13][CH:14]([CH3:16])[CH3:15].[CH2:30]([CH2:32][NH2:33])[OH:31].C(O)CCC. (3) Given the product [CH3:1][N:2]([CH2:57][CH2:58][O:59][CH2:60][CH2:61][O:62][CH2:63][CH2:64][O:65][CH2:66][CH2:67][C:68]([OH:70])=[O:69])[C:3]([C@@H:5]1[CH2:10][O:9][CH2:8][CH2:7][N:6]1[CH2:11][CH2:12][N:13]([CH3:56])[C:14](=[O:55])[C:15]1[CH:20]=[CH:19][CH:18]=[C:17]([C:21](=[O:54])[NH:22][C:23]2[CH:28]=[CH:27][C:26]([N:29]3[CH2:34][CH2:33][CH2:32][CH2:31][CH2:30]3)=[CH:25][C:24]=2[C:35]2[CH:40]=[C:39]([C:41](=[O:53])[NH:42][C@@H:43]3[C:52]4[C:47](=[CH:48][CH:49]=[CH:50][CH:51]=4)[CH2:46][CH2:45][CH2:44]3)[CH:38]=[CH:37][N:36]=2)[CH:16]=1)=[O:4], predict the reactants needed to synthesize it. The reactants are: [CH3:1][N:2]([CH2:57][CH2:58][O:59][CH2:60][CH2:61][O:62][CH2:63][CH2:64][O:65][CH2:66][CH2:67][C:68]([O:70]C(C)(C)C)=[O:69])[C:3]([C@@H:5]1[CH2:10][O:9][CH2:8][CH2:7][N:6]1[CH2:11][CH2:12][N:13]([CH3:56])[C:14](=[O:55])[C:15]1[CH:20]=[CH:19][CH:18]=[C:17]([C:21](=[O:54])[NH:22][C:23]2[CH:28]=[CH:27][C:26]([N:29]3[CH2:34][CH2:33][CH2:32][CH2:31][CH2:30]3)=[CH:25][C:24]=2[C:35]2[CH:40]=[C:39]([C:41](=[O:53])[NH:42][C@@H:43]3[C:52]4[C:47](=[CH:48][CH:49]=[CH:50][CH:51]=4)[CH2:46][CH2:45][CH2:44]3)[CH:38]=[CH:37][N:36]=2)[CH:16]=1)=[O:4]. (4) Given the product [CH2:1]([O:3][C:4]([N:6]1[CH2:11][CH2:10][N:9]([C:12](=[O:44])[C@@H:13]([NH:23][C:24]([C:26]2[CH:30]=[C:29]([O:31][CH2:32][C:33]([O:35][CH2:36][CH3:37])=[O:34])[N:28]([C:38]3[CH:43]=[CH:42][CH:41]=[CH:40][CH:39]=3)[N:27]=2)=[O:25])[CH2:14][CH2:15][C:16]([OH:18])=[O:17])[CH2:8][CH2:7]1)=[O:5])[CH3:2], predict the reactants needed to synthesize it. The reactants are: [CH2:1]([O:3][C:4]([N:6]1[CH2:11][CH2:10][N:9]([C:12](=[O:44])[C@@H:13]([NH:23][C:24]([C:26]2[CH:30]=[C:29]([O:31][CH2:32][C:33]([O:35][CH2:36][CH3:37])=[O:34])[N:28]([C:38]3[CH:43]=[CH:42][CH:41]=[CH:40][CH:39]=3)[N:27]=2)=[O:25])[CH2:14][CH2:15][C:16]([O:18]C(C)(C)C)=[O:17])[CH2:8][CH2:7]1)=[O:5])[CH3:2].C1(C)C=CC=CC=1. (5) Given the product [Br:8][C:1]1[C:2]2[C:7](=[CH:6][CH:5]=[CH:4][CH:3]=2)[C:16]([O:19][CH2:20][C:21]2[CH:29]=[CH:28][CH:27]=[CH:26][CH:25]=2)=[CH:17][CH:22]=1, predict the reactants needed to synthesize it. The reactants are: [CH2:1]([Br:8])[C:2]1[CH:7]=[CH:6][CH:5]=[CH:4][CH:3]=1.C(=O)([O-])[O-].[K+].[K+].Cl.[C:16]([O:19][CH2:20][CH3:21])(=O)[CH3:17].[CH2:22](Cl)Cl.[CH3:25][CH2:26][CH2:27][CH2:28][CH2:29]C. (6) Given the product [OH:4][CH2:3][CH:2]([CH3:1])[CH2:5][O:6][C:39]1[CH:44]=[CH:43][C:42]([C:45]2[S:46][C:47]([C:51]([O:53][CH2:54][CH3:55])=[O:52])=[C:48]([CH3:50])[N:49]=2)=[CH:41][C:40]=1[N:56]1[CH:60]=[N:59][N:58]=[N:57]1, predict the reactants needed to synthesize it. The reactants are: [CH3:1][CH:2]([CH2:5][OH:6])[CH2:3][OH:4].C1(P(C2C=CC=CC=2)C2C=CC=CC=2)C=CC=CC=1.N(C(OCC)=O)=NC(OCC)=O.O[C:39]1[CH:44]=[CH:43][C:42]([C:45]2[S:46][C:47]([C:51]([O:53][CH2:54][CH3:55])=[O:52])=[C:48]([CH3:50])[N:49]=2)=[CH:41][C:40]=1[N:56]1[CH:60]=[N:59][N:58]=[N:57]1.